From a dataset of Peptide-MHC class I binding affinity with 185,985 pairs from IEDB/IMGT. Regression. Given a peptide amino acid sequence and an MHC pseudo amino acid sequence, predict their binding affinity value. This is MHC class I binding data. The peptide sequence is RTIILVGYM. The MHC is Mamu-B17 with pseudo-sequence Mamu-B17. The binding affinity (normalized) is 0.